This data is from Peptide-MHC class I binding affinity with 185,985 pairs from IEDB/IMGT. The task is: Regression. Given a peptide amino acid sequence and an MHC pseudo amino acid sequence, predict their binding affinity value. This is MHC class I binding data. The peptide sequence is RRFLPYYV. The binding affinity (normalized) is 0.233. The MHC is HLA-B27:05 with pseudo-sequence HLA-B27:05.